Dataset: Reaction yield outcomes from USPTO patents with 853,638 reactions. Task: Predict the reaction yield, written as a fraction of the theoretical maximum amount of product (1.0 means a 100% yield; for example, 0.34 means a 34% yield). (1) The reactants are [C:1]([C:5]1[C:6]2[CH:12]([C:13]3[CH:18]=[CH:17][CH:16]=[CH:15][C:14]=3[O:19][CH3:20])[N:11]([C:21]3[CH:26]=[CH:25][C:24]([C:27]4[O:31][N:30]=[C:29]([NH:32]C(OC(C)(C)C)=O)[CH:28]=4)=[CH:23][CH:22]=3)[C:10](=[O:40])[C:7]=2[NH:8][N:9]=1)([CH3:4])([CH3:3])[CH3:2].Cl. The catalyst is CO. The product is [C:1]([C:5]1[C:6]2[CH:12]([C:13]3[CH:18]=[CH:17][CH:16]=[CH:15][C:14]=3[O:19][CH3:20])[N:11]([C:21]3[CH:26]=[CH:25][C:24]([C:27]4[O:31][N:30]=[C:29]([NH2:32])[CH:28]=4)=[CH:23][CH:22]=3)[C:10](=[O:40])[C:7]=2[NH:8][N:9]=1)([CH3:4])([CH3:2])[CH3:3]. The yield is 0.680. (2) The reactants are [CH2:1]([C@H:3]1[C@@H:7]([C:8]2[N:12]3[C:13]4[CH:19]=[CH:18][N:17]([S:20]([C:23]5[CH:29]=[CH:28][C:26]([CH3:27])=[CH:25][CH:24]=5)(=[O:22])=[O:21])[C:14]=4[N:15]=[CH:16][C:11]3=[N:10][CH:9]=2)[CH2:6][N:5](C(OCC2C=CC=CC=2)=O)[CH2:4]1)[CH3:2].Br. The catalyst is CCOCC.O.C(Cl)Cl. The product is [CH2:1]([C@H:3]1[CH2:4][NH:5][CH2:6][C@H:7]1[C:8]1[N:12]2[C:13]3[CH:19]=[CH:18][N:17]([S:20]([C:23]4[CH:24]=[CH:25][C:26]([CH3:27])=[CH:28][CH:29]=4)(=[O:21])=[O:22])[C:14]=3[N:15]=[CH:16][C:11]2=[N:10][CH:9]=1)[CH3:2]. The yield is 0.610. (3) The reactants are [C:1]1(B(O)O)[CH:6]=[CH:5][CH:4]=[CH:3][CH:2]=1.[C:10]([O:14][C:15](=[O:30])[NH:16][C:17]1[N:18]([C:23]2[CH:28]=[CH:27][C:26](Br)=[CH:25][CH:24]=2)[N:19]=[N:20][C:21]=1[CH3:22])([CH3:13])(C)C.CO[C:33]1[CH:34]=[CH:35][CH:36]=[C:37](OC)[C:38]=1[C:33]1[CH:38]=[CH:37][CH:36]=[CH:35][C:34]=1P(C1CCCCC1)C1CCCCC1.P([O-])([O-])([O-])=O.[K+].[K+].[K+]. The catalyst is CC([O-])=O.CC([O-])=O.[Pd+2].O.C1(C)C=CC=CC=1. The product is [C:1]1([C@H:10]([O:14][C:15](=[O:30])[NH:16][C:17]2[N:18]([C:23]3[CH:28]=[CH:27][C:26]([C:33]4[CH:34]=[CH:35][CH:36]=[CH:37][CH:38]=4)=[CH:25][CH:24]=3)[N:19]=[N:20][C:21]=2[CH3:22])[CH3:13])[CH:6]=[CH:5][CH:4]=[CH:3][CH:2]=1. The yield is 0.661. (4) The reactants are [I:1][C:2]1[C:10]2[C:5](=[N:6][CH:7]=[C:8]([C:11]([O:13][CH3:14])=[O:12])[CH:9]=2)[NH:4][CH:3]=1.C(N(CC)C(C)C)(C)C.[C:24]([O:28][C:29](O[C:29]([O:28][C:24]([CH3:27])([CH3:26])[CH3:25])=[O:30])=[O:30])([CH3:27])([CH3:26])[CH3:25]. The catalyst is ClCCl.O1CCCC1.CN(C)C1C=CN=CC=1. The product is [I:1][C:2]1[C:10]2[C:5](=[N:6][CH:7]=[C:8]([C:11]([O:13][CH3:14])=[O:12])[CH:9]=2)[N:4]([C:29]([O:28][C:24]([CH3:27])([CH3:26])[CH3:25])=[O:30])[CH:3]=1. The yield is 0.820. (5) The reactants are [F:1][C:2]1[CH:10]=[C:9]2[C:5]([C:6]([C:12]3[N:13]=[C:14]4[C:20]([C:21]([OH:23])=O)=[CH:19][N:18]([CH2:24][O:25][CH2:26][CH2:27][Si:28]([CH3:31])([CH3:30])[CH3:29])[C:15]4=[N:16][CH:17]=3)=[N:7][N:8]2[CH3:11])=[CH:4][CH:3]=1.[NH2:32][C@@H:33]1[CH2:36][C@H:35]([NH:37][C:38](=[O:44])[O:39][C:40]([CH3:43])([CH3:42])[CH3:41])[CH2:34]1.C(N(CC)C(C)C)(C)C.CN(C(ON1N=NC2C=CC=NC1=2)=[N+](C)C)C.F[P-](F)(F)(F)(F)F. The catalyst is O.CN(C=O)C. The product is [C:40]([O:39][C:38](=[O:44])[NH:37][C@H:35]1[CH2:36][C@@H:33]([NH:32][C:21]([C:20]2[C:14]3[C:15](=[N:16][CH:17]=[C:12]([C:6]4[C:5]5[C:9](=[CH:10][C:2]([F:1])=[CH:3][CH:4]=5)[N:8]([CH3:11])[N:7]=4)[N:13]=3)[N:18]([CH2:24][O:25][CH2:26][CH2:27][Si:28]([CH3:31])([CH3:29])[CH3:30])[CH:19]=2)=[O:23])[CH2:34]1)([CH3:43])([CH3:41])[CH3:42]. The yield is 0.950.